From a dataset of CYP2C9 inhibition data for predicting drug metabolism from PubChem BioAssay. Regression/Classification. Given a drug SMILES string, predict its absorption, distribution, metabolism, or excretion properties. Task type varies by dataset: regression for continuous measurements (e.g., permeability, clearance, half-life) or binary classification for categorical outcomes (e.g., BBB penetration, CYP inhibition). Dataset: cyp2c9_veith. (1) The drug is CCOC(=O)C1=C(O)C(=O)N(c2ccc(S(N)(=O)=O)cc2)C1c1ccc(OC)cc1. The result is 1 (inhibitor). (2) The drug is CC(C)NC(=O)N1CCCC2(CCN(C(=O)c3cccc(F)c3)CC2)C1. The result is 0 (non-inhibitor).